This data is from Catalyst prediction with 721,799 reactions and 888 catalyst types from USPTO. The task is: Predict which catalyst facilitates the given reaction. (1) Reactant: [C:1]1([C@@H:7]2[CH2:11][O:10][C:9](=[O:12])[NH:8]2)[CH:6]=[CH:5][CH:4]=[CH:3][CH:2]=1.C[Si]([N-][Si](C)(C)C)(C)C.[Li+].[C:23](Cl)(=[O:32])[CH:24]=[CH:25][C:26]1[CH:31]=[CH:30][CH:29]=[CH:28][CH:27]=1. Product: [C:23]([N:8]1[C@H:7]([C:1]2[CH:2]=[CH:3][CH:4]=[CH:5][CH:6]=2)[CH2:11][O:10][C:9]1=[O:12])(=[O:32])[CH:24]=[CH:25][C:26]1[CH:31]=[CH:30][CH:29]=[CH:28][CH:27]=1. The catalyst class is: 1. (2) Reactant: O1CCC[CH2:2]1.[C:6]([O:10][C:11]([N:13]([CH2:20][C:21]([O:23][CH2:24][C:25]1[CH:30]=[CH:29][CH:28]=[CH:27][CH:26]=1)=[O:22])[CH2:14][CH2:15][O:16][CH2:17][CH2:18][OH:19])=[O:12])([CH3:9])([CH3:8])[CH3:7].[H-].[Na+].IC. The catalyst class is: 6. Product: [C:6]([O:10][C:11]([N:13]([CH2:20][C:21]([O:23][CH2:24][C:25]1[CH:30]=[CH:29][CH:28]=[CH:27][CH:26]=1)=[O:22])[CH2:14][CH2:15][O:16][CH2:17][CH2:18][O:19][CH3:2])=[O:12])([CH3:9])([CH3:7])[CH3:8]. (3) Reactant: [CH2:1]1[C:10]2[CH:9]=[CH:8][CH:7]=[C:6]([OH:11])[C:5]=2[CH2:4][CH2:3][NH:2]1.C([O-])([O-])=O.[Na+].[Na+].[CH3:18][C:19]([O:22][C:23](O[C:23]([O:22][C:19]([CH3:21])([CH3:20])[CH3:18])=[O:24])=[O:24])([CH3:21])[CH3:20]. Product: [OH:11][C:6]1[CH:7]=[CH:8][CH:9]=[C:10]2[C:5]=1[CH2:4][CH2:3][N:2]([C:23]([O:22][C:19]([CH3:21])([CH3:20])[CH3:18])=[O:24])[CH2:1]2. The catalyst class is: 3. (4) Reactant: [CH:1]1([C:4]([NH:6][C:7]([NH2:9])=[S:8])=[O:5])[CH2:3][CH2:2]1.Br[CH2:11][C:12]([C:14]1[CH:23]=[CH:22][C:21]2[NH:20][C:19](=[O:24])[C:18]3[NH:25][CH:26]=[CH:27][C:17]=3[C:16]=2[CH:15]=1)=O.[CH2:28]([C:30]([O-:32])=[O:31])[CH3:29]. Product: [CH:1]1([C:4]([NH:6][C:7]2[S:8][CH:11]=[C:12]([C:14]3[CH:23]=[CH:22][C:21]4[NH:20][C:19](=[O:24])[C:18]5[NH:25][CH:26]=[CH:27][C:17]=5[C:16]=4[CH:15]=3)[N:9]=2)=[O:5])[CH2:3][CH2:2]1.[CH2:28]([C:30]([O-:32])=[O:31])[CH3:29]. The catalyst class is: 8. (5) Reactant: [NH2:1][C:2]1[CH:7]=[CH:6][C:5]([C:8]([CH3:11])([CH3:10])[CH3:9])=[CH:4][C:3]=1[OH:12].[C:13](O)(=[O:20])[C:14]1[CH:19]=[CH:18][N:17]=[CH:16][CH:15]=1.CCN=C=NCCCN(C)C.N1C=CC=CC=1. Product: [C:8]([C:5]1[CH:6]=[CH:7][C:2]([NH:1][C:13](=[O:20])[C:14]2[CH:19]=[CH:18][N:17]=[CH:16][CH:15]=2)=[C:3]([OH:12])[CH:4]=1)([CH3:9])([CH3:11])[CH3:10]. The catalyst class is: 6.